Dataset: HIV replication inhibition screening data with 41,000+ compounds from the AIDS Antiviral Screen. Task: Binary Classification. Given a drug SMILES string, predict its activity (active/inactive) in a high-throughput screening assay against a specified biological target. (1) The molecule is CC(=O)NCCSS(=O)(=O)CCCCS(=O)(=O)SCCNC(C)=O. The result is 1 (active). (2) The drug is Cc1cc(-c2ccco2)c(C#N)c(=S)n1C1OC(CO)C(O)C(O)C1O. The result is 0 (inactive).